From a dataset of Reaction yield outcomes from USPTO patents with 853,638 reactions. Predict the reaction yield, written as a fraction of the theoretical maximum amount of product (1.0 means a 100% yield; for example, 0.34 means a 34% yield). (1) The reactants are [CH3:1][C:2]1([CH3:12])[CH2:10][C@H:9]([NH2:11])[CH2:8][C@H:7]2[N:3]1[CH2:4][CH2:5][CH2:6]2.[NH2:13][C:14]([C:16]1[C:17](Cl)=[N:18][C:19]([Cl:22])=[N:20][CH:21]=1)=[O:15]. The catalyst is CC(O)C. The product is [NH2:13][C:14]([C:16]1[C:17]([NH:11][C@@H:9]2[CH2:8][C@H:7]3[N:3]([CH2:4][CH2:5][CH2:6]3)[C:2]([CH3:12])([CH3:1])[CH2:10]2)=[N:18][C:19]([Cl:22])=[N:20][CH:21]=1)=[O:15]. The yield is 0.540. (2) The reactants are [F:1][C:2]1[CH:3]=[C:4]([NH:8][CH2:9][CH:10]([OH:15])[C:11]([F:14])([F:13])[F:12])[CH:5]=[CH:6][CH:7]=1.C(N([CH2:21][CH3:22])CC)C.[F:23][C:24]([F:35])([F:34])[C:25]1[CH:26]=[C:27]([CH:31]=[CH:32][CH:33]=1)[C:28](Cl)=[O:29]. The catalyst is C(Cl)(Cl)Cl. The product is [F:23][C:24]([F:35])([F:34])[C:25]1[CH:26]=[C:27]([CH:31]=[CH:21][CH:22]=1)[C:28]([O:15][CH:10]([CH2:9][N:8]([C:4]1[CH:5]=[CH:6][CH:7]=[C:2]([F:1])[CH:3]=1)[C:28](=[O:29])[C:27]1[CH:31]=[CH:32][CH:33]=[C:25]([C:24]([F:35])([F:34])[F:23])[CH:26]=1)[C:11]([F:12])([F:14])[F:13])=[O:29]. The yield is 0.730. (3) The product is [Cl:9][C:6]1[C:7]([NH2:8])=[C:2]([NH:14][CH:10]2[CH2:13][CH2:12][CH2:11]2)[N:3]=[N:4][CH:5]=1. The reactants are Cl[C:2]1[N:3]=[N:4][CH:5]=[C:6]([Cl:9])[C:7]=1[NH2:8].[CH:10]1([NH2:14])[CH2:13][CH2:12][CH2:11]1. The catalyst is O. The yield is 0.580. (4) The product is [CH3:25][O:24][C:20]1[CH:19]=[C:18]([C:16]2[N:2]([C:4]3[CH:9]=[C:8]([C:10]#[N:11])[CH:7]=[CH:6][N:5]=3)[N:3]=[CH:14][CH:15]=2)[CH:23]=[CH:22][CH:21]=1. The yield is 0.980. No catalyst specified. The reactants are Cl.[NH:2]([C:4]1[CH:9]=[C:8]([C:10]#[N:11])[CH:7]=[CH:6][N:5]=1)[NH2:3].CN(C)/[CH:14]=[CH:15]/[C:16]([C:18]1[CH:23]=[CH:22][CH:21]=[C:20]([O:24][CH3:25])[CH:19]=1)=O.